Task: Predict the reaction yield, written as a fraction of the theoretical maximum amount of product (1.0 means a 100% yield; for example, 0.34 means a 34% yield).. Dataset: Reaction yield outcomes from USPTO patents with 853,638 reactions (1) The reactants are [Cl:1][C:2]1[C:10]2[N:9]=[C:8]([NH:11][C:12]3[C:17]([CH3:18])=[CH:16][C:15]([Cl:19])=[CH:14][C:13]=3[O:20][CH3:21])[N:7]([CH2:22][C:23](OC(C)C)=[O:24])[C:6]=2[C:5]([CH:29]([CH2:32][CH3:33])[CH2:30][CH3:31])=[CH:4][CH:3]=1.[BH4-].[Li+]. The catalyst is O1CCCC1. The product is [Cl:1][C:2]1[C:10]2[N:9]=[C:8]([NH:11][C:12]3[C:17]([CH3:18])=[CH:16][C:15]([Cl:19])=[CH:14][C:13]=3[O:20][CH3:21])[N:7]([CH2:22][CH2:23][OH:24])[C:6]=2[C:5]([CH:29]([CH2:32][CH3:33])[CH2:30][CH3:31])=[CH:4][CH:3]=1. The yield is 0.623. (2) The reactants are [CH2:1]([O:3][C:4]([C:6]1[CH:7]=[N:8][C:9]2[C:14]([C:15]=1Cl)=[CH:13][CH:12]=[CH:11][C:10]=2[O:17][CH3:18])=[O:5])[CH3:2].[CH2:19]([NH2:21])[CH3:20]. No catalyst specified. The product is [CH2:1]([O:3][C:4]([C:6]1[CH:7]=[N:8][C:9]2[C:14]([C:15]=1[NH:21][CH2:19][CH3:20])=[CH:13][CH:12]=[CH:11][C:10]=2[O:17][CH3:18])=[O:5])[CH3:2]. The yield is 1.00. (3) The reactants are [C:1]([NH:5][C:6]1[CH:11]=[CH:10][C:9]([N+:12]([O-:14])=[O:13])=[CH:8][CH:7]=1)([CH3:4])([CH3:3])[CH3:2].[Br:15]Br. The catalyst is CC(O)=O. The product is [Br:15][C:11]1[CH:10]=[C:9]([N+:12]([O-:14])=[O:13])[CH:8]=[CH:7][C:6]=1[NH:5][C:1]([CH3:4])([CH3:2])[CH3:3]. The yield is 0.430. (4) The reactants are [Cl:1][C:2]1[CH:7]=[CH:6][C:5]([C:8](=[O:15])[CH:9]=[C:10](SC)SC)=[CH:4][CH:3]=1.[CH3:16][C:17]([NH2:21])([CH3:20])[CH2:18][NH2:19]. The catalyst is C1(C)C=CC=CC=1. The product is [Cl:1][C:2]1[CH:7]=[CH:6][C:5]([C:8](=[O:15])/[CH:9]=[C:10]2/[NH:19][CH2:18][C:17]([CH3:20])([CH3:16])[NH:21]/2)=[CH:4][CH:3]=1. The yield is 0.790. (5) The reactants are [C:1]([C:3]1[CH:4]=[C:5]2[C:10](=[CH:11][CH:12]=1)[S:9][C:8]([CH3:14])([CH3:13])[CH2:7][C:6]2=[O:15])#[CH:2].I[C:17]1[CH:27]=[CH:26][C:20]([C:21]([O:23][CH2:24][CH3:25])=[O:22])=[CH:19][CH:18]=1. The product is [CH3:14][C:8]1([CH3:13])[CH2:7][C:6](=[O:15])[C:5]2[C:10](=[CH:11][CH:12]=[C:3]([C:1]#[C:2][C:17]3[CH:27]=[CH:26][C:20]([C:21]([O:23][CH2:24][CH3:25])=[O:22])=[CH:19][CH:18]=3)[CH:4]=2)[S:9]1. The yield is 0.720. The catalyst is CCN(CC)CC.C1C=CC(P(C2C=CC=CC=2)C2C=CC=CC=2)=CC=1.C1C=CC(P(C2C=CC=CC=2)C2C=CC=CC=2)=CC=1.Cl[Pd]Cl.[Cu]I. (6) The reactants are C[O:2][C:3]([C:5]1[CH:6]=[CH:7][C:8]2[C@:14]3([CH2:23][CH3:24])[CH2:15][CH2:16][C@:17]([OH:22])([CH2:19][CH2:20][CH3:21])[CH2:18][C@@H:13]3[CH2:12][CH2:11][CH2:10][C:9]=2[CH:25]=1)=[O:4].[Li+].[OH-].Cl. The catalyst is CO.O. The product is [CH2:23]([C@@:14]12[CH2:15][CH2:16][C@:17]([OH:22])([CH2:19][CH2:20][CH3:21])[CH2:18][C@@H:13]1[CH2:12][CH2:11][CH2:10][C:9]1[CH:25]=[C:5]([C:3]([OH:4])=[O:2])[CH:6]=[CH:7][C:8]2=1)[CH3:24]. The yield is 0.600. (7) The reactants are [CH2:1]([Li])[CH2:2]CC.[CH2:6]([CH:8]1[C:20]2[CH:19]=[CH:18][CH:17]=[CH:16][C:15]=2[C:14]2[C:9]1=[CH:10][CH:11]=[CH:12][CH:13]=2)[CH3:7].BrCC.Cl. The catalyst is C1COCC1.O. The product is [CH2:6]([C:8]1([CH2:1][CH3:2])[C:9]2[CH:10]=[CH:11][CH:12]=[CH:13][C:14]=2[C:15]2[C:20]1=[CH:19][CH:18]=[CH:17][CH:16]=2)[CH3:7]. The yield is 0.680. (8) The reactants are C(O)(C(F)(F)F)=O.[F:8][C:9]([F:35])([F:34])[C:10]1[N:14]2[N:15]=[C:16]([N:19]3[CH2:25][C@H:24]4[N:26](C(OC(C)(C)C)=O)[C@H:21]([CH2:22][CH2:23]4)[CH2:20]3)[CH:17]=[CH:18][C:13]2=[N:12][N:11]=1. The catalyst is C(Cl)Cl.CO. The product is [C@@H:24]12[NH:26][C@@H:21]([CH2:22][CH2:23]1)[CH2:20][N:19]([C:16]1[CH:17]=[CH:18][C:13]3[N:14]([C:10]([C:9]([F:35])([F:34])[F:8])=[N:11][N:12]=3)[N:15]=1)[CH2:25]2. The yield is 1.00. (9) The reactants are [NH2:1][C:2]1[S:3][CH:4]=[CH:5][C:6]=1[C:7]([O:9][CH3:10])=[O:8].[Cl:11][C:12]1[CH:17]=[CH:16][C:15]([N:18]=[C:19]=[S:20])=[CH:14][CH:13]=1. The catalyst is C(O)C. The product is [Cl:11][C:12]1[CH:17]=[CH:16][C:15]([NH:18][C:19]([NH:1][C:2]2[S:3][CH:4]=[CH:5][C:6]=2[C:7]([O:9][CH3:10])=[O:8])=[S:20])=[CH:14][CH:13]=1. The yield is 0.400. (10) The reactants are [CH3:1][C:2]1[CH:3]=[C:4]([C:17]2[N:21]([CH:22]3[CH2:27][CH2:26][CH2:25][CH2:24][O:23]3)[CH:20]=[N:19][N:18]=2)[CH:5]=[CH:6][C:7]=1B1OC(C)(C)C(C)(C)O1.FC(F)(F)C(O)=O.Br[C:36]1[N:41]=[C:40]2[NH:42][C:43](=[O:46])[CH2:44][NH:45][C:39]2=[N:38][CH:37]=1.ClCCl.C(=O)([O-])[O-].[Na+].[Na+]. The catalyst is C1C=CC(P(C2C=CC=CC=2)[C-]2C=CC=C2)=CC=1.C1C=CC(P(C2C=CC=CC=2)[C-]2C=CC=C2)=CC=1.Cl[Pd]Cl.[Fe+2].C(O)(C)C.O1CCOCC1. The product is [CH3:1][C:2]1[CH:3]=[C:4]([C:17]2[N:21]([CH:22]3[CH2:27][CH2:26][CH2:25][CH2:24][O:23]3)[CH:20]=[N:19][N:18]=2)[CH:5]=[CH:6][C:7]=1[C:36]1[N:41]=[C:40]2[NH:42][C:43](=[O:46])[CH2:44][NH:45][C:39]2=[N:38][CH:37]=1. The yield is 0.150.